The task is: Regression. Given a peptide amino acid sequence and an MHC pseudo amino acid sequence, predict their binding affinity value. This is MHC class I binding data.. This data is from Peptide-MHC class I binding affinity with 185,985 pairs from IEDB/IMGT. (1) The peptide sequence is VAELYRLEL. The MHC is Mamu-B1001 with pseudo-sequence Mamu-B1001. The binding affinity (normalized) is 0.110. (2) The peptide sequence is LVTLPVYSK. The MHC is HLA-A68:02 with pseudo-sequence HLA-A68:02. The binding affinity (normalized) is 0. (3) The peptide sequence is IVAPYLFWL. The MHC is HLA-A24:03 with pseudo-sequence HLA-A24:03. The binding affinity (normalized) is 0.437. (4) The peptide sequence is ITLVVISVI. The MHC is HLA-A68:02 with pseudo-sequence HLA-A68:02. The binding affinity (normalized) is 0.196. (5) The peptide sequence is IQLFSDFTI. The MHC is HLA-A02:02 with pseudo-sequence HLA-A02:02. The binding affinity (normalized) is 0.352. (6) The binding affinity (normalized) is 0.908. The MHC is HLA-B58:01 with pseudo-sequence HLA-B58:01. The peptide sequence is ISTLPTEQF. (7) The peptide sequence is FEDQFLPFMS. The MHC is HLA-B40:01 with pseudo-sequence HLA-B40:01. The binding affinity (normalized) is 0.236. (8) The peptide sequence is KYTSGRQEK. The MHC is HLA-B44:02 with pseudo-sequence HLA-B44:02. The binding affinity (normalized) is 0.0847. (9) The peptide sequence is GMMGGLWKY. The MHC is HLA-B15:01 with pseudo-sequence HLA-B15:01. The binding affinity (normalized) is 0.680. (10) The peptide sequence is MVINGEQGT. The MHC is HLA-A03:01 with pseudo-sequence HLA-A03:01. The binding affinity (normalized) is 0.0847.